This data is from Reaction yield outcomes from USPTO patents with 853,638 reactions. The task is: Predict the reaction yield, written as a fraction of the theoretical maximum amount of product (1.0 means a 100% yield; for example, 0.34 means a 34% yield). (1) The reactants are [C@@H:1]12[CH2:7][NH:6][C@@H:5]1[CH2:4][N:3]([C:8]([O:10][CH2:11][C:12]1[CH:17]=[CH:16][CH:15]=[CH:14][CH:13]=1)=[O:9])[CH2:2]2.[Cl:18][C:19]1[CH:24]=[CH:23][C:22](Br)=[CH:21][N:20]=1. No catalyst specified. The product is [Cl:18][C:19]1[N:20]=[CH:21][C:22]([N:6]2[CH2:7][C@@H:1]3[C@H:5]2[CH2:4][N:3]([C:8]([O:10][CH2:11][C:12]2[CH:17]=[CH:16][CH:15]=[CH:14][CH:13]=2)=[O:9])[CH2:2]3)=[CH:23][CH:24]=1. The yield is 0.510. (2) The catalyst is C(#N)C. The reactants are [C:1]1([C:8]2[CH:13]=[CH:12][CH:11]=[CH:10][CH:9]=2)[CH:6]=[CH:5][C:4]([OH:7])=[CH:3][CH:2]=1.[Br:14][CH2:15][CH2:16][CH2:17]Br.C([O-])([O-])=O.[Cs+].[Cs+]. The product is [Br:14][CH2:15][CH2:16][CH2:17][O:7][C:4]1[CH:3]=[CH:2][C:1]([C:8]2[CH:13]=[CH:12][CH:11]=[CH:10][CH:9]=2)=[CH:6][CH:5]=1. The yield is 0.640. (3) The reactants are [C:1](Cl)(=[O:5])[O:2][CH2:3][CH3:4].C[N:8]1[CH2:13][CH2:12][C:11](=[C:14]2[C:23]3[CH:24]=[CH:25][CH:26]=[CH:27][C:22]=3[CH2:21][CH2:20][C:19]3[S:18][C:17]([C:28]([O:30][CH2:31][CH3:32])=[O:29])=[CH:16][C:15]2=3)[CH2:10][CH2:9]1. The catalyst is ClC(Cl)C. The product is [CH2:3]([O:2][C:1]([N:8]1[CH2:9][CH2:10][C:11](=[C:14]2[C:23]3[CH:24]=[CH:25][CH:26]=[CH:27][C:22]=3[CH2:21][CH2:20][C:19]3[S:18][C:17]([C:28]([O:30][CH2:31][CH3:32])=[O:29])=[CH:16][C:15]2=3)[CH2:12][CH2:13]1)=[O:5])[CH3:4]. The yield is 1.00. (4) The reactants are CI.[C:3]([O:7][C:8](=[O:32])[NH:9][C:10]1[CH:11]=[N:12][C:13]([CH:16]2[NH:29][C:28]3[C:27]4[C:22](=[CH:23][CH:24]=[C:25]([O:30][CH3:31])[N:26]=4)[N:21]=[CH:20][C:19]=3[O:18][CH2:17]2)=[CH:14][CH:15]=1)([CH3:6])([CH3:5])[CH3:4].[C:33](=O)([O-])[O-].[Cs+].[Cs+]. The catalyst is CN(C)C=O. The product is [C:3]([O:7][C:8](=[O:32])[NH:9][C:10]1[CH:11]=[N:12][C:13]([CH:16]2[N:29]([CH3:33])[C:28]3[C:27]4[C:22](=[CH:23][CH:24]=[C:25]([O:30][CH3:31])[N:26]=4)[N:21]=[CH:20][C:19]=3[O:18][CH2:17]2)=[CH:14][CH:15]=1)([CH3:6])([CH3:5])[CH3:4]. The yield is 0.750. (5) The reactants are [Cl:1][C:2]1[CH:7]=[CH:6][CH:5]=[C:4]([Cl:8])[C:3]=1Br.[OH-].[Na+].[F:12][C:13]1[CH:14]=[CH:15][C:16]([O:22][CH3:23])=[C:17](B(O)O)[CH:18]=1. The catalyst is COCCOC.O.C1C=CC([P]([Pd]([P](C2C=CC=CC=2)(C2C=CC=CC=2)C2C=CC=CC=2)([P](C2C=CC=CC=2)(C2C=CC=CC=2)C2C=CC=CC=2)[P](C2C=CC=CC=2)(C2C=CC=CC=2)C2C=CC=CC=2)(C2C=CC=CC=2)C2C=CC=CC=2)=CC=1. The product is [Cl:1][C:2]1[CH:7]=[CH:6][CH:5]=[C:4]([Cl:8])[C:3]=1[C:15]1[CH:14]=[C:13]([F:12])[CH:18]=[CH:17][C:16]=1[O:22][CH3:23]. The yield is 0.870. (6) The reactants are [Br:1][C:2]1[CH:3]=[C:4]([C:16]([NH:18][CH2:19][C:20]2[C:21](=[O:29])[NH:22][C:23]([CH3:28])=[CH:24][C:25]=2[CH2:26]O)=[O:17])[C:5]2[CH:6]=[N:7][N:8]([CH:11]3[CH2:15][CH2:14][CH2:13][CH2:12]3)[C:9]=2[CH:10]=1.C1(P(C2C=CC=CC=2)C2C=CC=CC=2)C=CC=CC=1.C(Br)(Br)(Br)[Br:50]. The catalyst is C(Cl)Cl. The product is [Br:1][C:2]1[CH:3]=[C:4]([C:16]([NH:18][CH2:19][C:20]2[C:21](=[O:29])[NH:22][C:23]([CH3:28])=[CH:24][C:25]=2[CH2:26][Br:50])=[O:17])[C:5]2[CH:6]=[N:7][N:8]([CH:11]3[CH2:15][CH2:14][CH2:13][CH2:12]3)[C:9]=2[CH:10]=1. The yield is 0.588. (7) The reactants are [NH2:1][C:2]1[CH:7]=[C:6]([F:8])[CH:5]=[CH:4][C:3]=1[S:9][CH2:10][C:11]1[CH:20]=[CH:19][CH:18]=[CH:17][C:12]=1[C:13]([O:15][CH3:16])=[O:14].[O:21]1[C:25]2[CH:26]=[CH:27][CH:28]=[CH:29][C:24]=2[CH:23]=[C:22]1[S:30](Cl)(=[O:32])=[O:31]. The catalyst is N1C=CC=CC=1. The product is [O:21]1[C:25]2[CH:26]=[CH:27][CH:28]=[CH:29][C:24]=2[CH:23]=[C:22]1[S:30]([NH:1][C:2]1[CH:7]=[C:6]([F:8])[CH:5]=[CH:4][C:3]=1[S:9][CH2:10][C:11]1[CH:20]=[CH:19][CH:18]=[CH:17][C:12]=1[C:13]([O:15][CH3:16])=[O:14])(=[O:32])=[O:31]. The yield is 0.550.